From a dataset of Full USPTO retrosynthesis dataset with 1.9M reactions from patents (1976-2016). Predict the reactants needed to synthesize the given product. (1) Given the product [Cl:13][C:14]1[CH:15]=[CH:16][C:17]([CH:20]([O:12][C:3]2[CH:4]=[C:5]([C:8]([F:10])([F:11])[F:9])[CH:6]=[CH:7][C:2]=2[F:1])[CH2:21][CH2:22][CH2:23][CH2:24][N:25]2[CH2:30][CH2:29][CH:28]([C:31]3[CH:32]=[C:33]([NH:37][C:38](=[O:42])[CH:39]([CH3:40])[CH3:41])[CH:34]=[CH:35][CH:36]=3)[CH2:27][CH2:26]2)=[CH:18][CH:19]=1, predict the reactants needed to synthesize it. The reactants are: [F:1][C:2]1[CH:7]=[CH:6][C:5]([C:8]([F:11])([F:10])[F:9])=[CH:4][C:3]=1[OH:12].[Cl:13][C:14]1[CH:19]=[CH:18][C:17]([CH:20](O)[CH2:21][CH2:22][CH2:23][CH2:24][N:25]2[CH2:30][CH2:29][CH:28]([C:31]3[CH:32]=[C:33]([NH:37][C:38](=[O:42])[CH:39]([CH3:41])[CH3:40])[CH:34]=[CH:35][CH:36]=3)[CH2:27][CH2:26]2)=[CH:16][CH:15]=1.Cl. (2) Given the product [CH2:1]([N:8]([C:9]1[CH:10]=[CH:11][C:12]([CH2:15][CH2:16][CH2:17][CH2:18][CH2:19][CH2:20][CH2:21][CH3:22])=[CH:13][CH:14]=1)[C:30]([NH:29][C:23]1[CH:28]=[CH:27][CH:26]=[CH:25][CH:24]=1)=[O:31])[C:2]1[CH:3]=[CH:4][CH:5]=[CH:6][CH:7]=1, predict the reactants needed to synthesize it. The reactants are: [CH2:1]([NH:8][C:9]1[CH:14]=[CH:13][C:12]([CH2:15][CH2:16][CH2:17][CH2:18][CH2:19][CH2:20][CH2:21][CH3:22])=[CH:11][CH:10]=1)[C:2]1[CH:7]=[CH:6][CH:5]=[CH:4][CH:3]=1.[C:23]1([N:29]=[C:30]=[O:31])[CH:28]=[CH:27][CH:26]=[CH:25][CH:24]=1. (3) Given the product [CH3:1][O:2][C:3]1[CH:30]=[C:29]([O:31][CH3:32])[CH:28]=[CH:27][C:4]=1[CH2:5][N:6]1[C:10](=[O:11])[CH2:9][N:8]([CH2:12][C:13]2[S:14][C:15]([C:18](=[O:24])[CH2:19][CH2:20][CH:21]([CH3:23])[CH3:22])=[CH:16][CH:17]=2)[S:7]1(=[O:25])=[O:26], predict the reactants needed to synthesize it. The reactants are: [CH3:1][O:2][C:3]1[CH:30]=[C:29]([O:31][CH3:32])[CH:28]=[CH:27][C:4]=1[CH2:5][N:6]1[C:10](=[O:11])[CH2:9][N:8]([CH2:12][C:13]2[S:14][C:15]([CH:18]([OH:24])[CH2:19][CH2:20][CH:21]([CH3:23])[CH3:22])=[CH:16][CH:17]=2)[S:7]1(=[O:26])=[O:25].C[N+]1([O-])CCOCC1. (4) Given the product [CH3:11][C:9]1[S:10][C:6]2[CH:5]=[C:4]([OH:13])[C:3]([OH:2])=[CH:12][C:7]=2[N:8]=1, predict the reactants needed to synthesize it. The reactants are: C[O:2][C:3]1[C:4]([O:13]C)=[CH:5][C:6]2[S:10][C:9]([CH3:11])=[N:8][C:7]=2[CH:12]=1.